Dataset: Reaction yield outcomes from USPTO patents with 853,638 reactions. Task: Predict the reaction yield, written as a fraction of the theoretical maximum amount of product (1.0 means a 100% yield; for example, 0.34 means a 34% yield). (1) The reactants are [F:1][C:2]1[CH:7]=[CH:6][C:5]([F:8])=[CH:4][C:3]=1[C@H:9]1[CH2:13][CH2:12][CH2:11][N:10]1[C:14]1[CH:19]=[CH:18][N:17]2[N:20]=[CH:21][CH:22]=[C:16]2[N:15]=1.[N+:23]([O-])([OH:25])=[O:24]. The catalyst is C(O)(C(F)(F)F)=O. The product is [F:1][C:2]1[CH:7]=[CH:6][C:5]([F:8])=[CH:4][C:3]=1[C@H:9]1[CH2:13][CH2:12][CH2:11][N:10]1[C:14]1[CH:19]=[CH:18][N:17]2[N:20]=[CH:21][C:22]([N+:23]([O-:25])=[O:24])=[C:16]2[N:15]=1. The yield is 0.580. (2) The reactants are [H-].[Na+].[Br:3][C:4]1[N:9]=[CH:8][C:7]2[CH:10]=[C:11]([C:13]3[CH:14]=[N:15][N:16]([C:18]([O:20][C:21]([CH3:24])([CH3:23])[CH3:22])=[O:19])[CH:17]=3)[NH:12][C:6]=2[CH:5]=1.I[CH3:26]. The catalyst is CN(C=O)C.O.CCOC(C)=O. The product is [Br:3][C:4]1[N:9]=[CH:8][C:7]2[CH:10]=[C:11]([C:13]3[CH:14]=[N:15][N:16]([C:18]([O:20][C:21]([CH3:24])([CH3:23])[CH3:22])=[O:19])[CH:17]=3)[N:12]([CH3:26])[C:6]=2[CH:5]=1. The yield is 0.780. (3) The reactants are [OH:1][CH:2]([CH2:9][CH3:10])[CH:3]([N+:6]([O-:8])=[O:7])[CH2:4][CH3:5].[C:11](OC(=O)C)(=[O:13])[CH3:12]. The catalyst is S(=O)(=O)(O)O.C(Cl)(Cl)Cl. The product is [C:11]([O:1][CH:2]([CH2:9][CH3:10])[CH:3]([N+:6]([O-:8])=[O:7])[CH2:4][CH3:5])(=[O:13])[CH3:12]. The yield is 0.860.